From a dataset of Retrosynthesis with 50K atom-mapped reactions and 10 reaction types from USPTO. Predict the reactants needed to synthesize the given product. (1) The reactants are: C[C@H](O)c1ccc(CO[Si](C)(C)C(C)(C)C)cc1Cl.Cc1c(-c2cnc3ccccn23)sc(C(=O)O)c1O. Given the product Cc1c(-c2cnc3ccccn23)sc(C(=O)O)c1O[C@H](C)c1ccc(CO[Si](C)(C)C(C)(C)C)cc1Cl, predict the reactants needed to synthesize it. (2) Given the product Cc1[nH]c(C(=O)NC2CCN(c3cc(C#N)nc(Cl)n3)CC2)c(Cl)c1Cl, predict the reactants needed to synthesize it. The reactants are: Cc1[nH]c(C(=O)NC2CCN(c3cc(C(N)=O)nc(Cl)n3)CC2)c(Cl)c1Cl. (3) Given the product c1ccc2c(-c3c4ccccc4c(-c4ccc5ccc(-c6ccc7c8ccccc8c8ccccc8c7c6)cc5c4)c4ccccc34)cccc2c1, predict the reactants needed to synthesize it. The reactants are: O=S(=O)(Oc1ccc2ccc(-c3c4ccccc4c(-c4cccc5ccccc45)c4ccccc34)cc2c1)C(F)(F)F.OB(O)c1ccc2c3ccccc3c3ccccc3c2c1. (4) Given the product CC(=O)c1cc(Cl)c(C#N)cc1O, predict the reactants needed to synthesize it. The reactants are: CC(=O)c1cc(Cl)c(Br)cc1O.[C-]#N. (5) Given the product C=CCCCCC(=O)N(C)[C@@H](C)C(=O)N[C@@H](C[C@H](C)CCC=C)[C@H](O)CCl, predict the reactants needed to synthesize it. The reactants are: C=CCCCCC(=O)O.C=CCC[C@@H](C)C[C@H](NC(=O)[C@H](C)NC)[C@H](O)CCl. (6) Given the product O=c1[nH]c2ccc(C#CCN3CCOCC3)cc2c2cc[nH]c12, predict the reactants needed to synthesize it. The reactants are: C#Cc1ccc2[nH]c(=O)c3[nH]ccc3c2c1.C1COCCN1.C=O. (7) Given the product CC(=O)N(CCN1CCC(Nc2nc3ccccc3n2Cc2ccc(F)cc2)CC1)c1nccs1, predict the reactants needed to synthesize it. The reactants are: CC(=O)O.Fc1ccc(Cn2c(NC3CCN(CCNc4nccs4)CC3)nc3ccccc32)cc1. (8) Given the product CC(C)CCN(c1ccc(OCc2ccccc2)cc1)C1CCN(C(=O)OC(C)(C)C)CC1, predict the reactants needed to synthesize it. The reactants are: CC(C)(C)OC(=O)N1CCC(Nc2ccc(OCc3ccccc3)cc2)CC1.CC(C)CC=O.